Dataset: Full USPTO retrosynthesis dataset with 1.9M reactions from patents (1976-2016). Task: Predict the reactants needed to synthesize the given product. (1) Given the product [Cl:35][C:30]1[CH:29]=[C:28]([NH:27][C:25]([N:21]2[C@@H:22]([CH3:24])[CH2:23][N:18]3[N:17]=[CH:16][C:15]([N:13]4[CH2:14][CH:10]([CH2:9][OH:8])[CH2:11][C:12]4=[O:36])=[C:19]3[CH2:20]2)=[O:26])[CH:33]=[CH:32][C:31]=1[F:34], predict the reactants needed to synthesize it. The reactants are: [Si]([O:8][CH2:9][CH:10]1[CH2:14][N:13]([C:15]2[CH:16]=[N:17][N:18]3[CH2:23][C@H:22]([CH3:24])[N:21]([C:25]([NH:27][C:28]4[CH:33]=[CH:32][C:31]([F:34])=[C:30]([Cl:35])[CH:29]=4)=[O:26])[CH2:20][C:19]=23)[C:12](=[O:36])[CH2:11]1)(C(C)(C)C)(C)C.CCCC[N+](CCCC)(CCCC)CCCC.[F-]. (2) Given the product [CH3:16][N:13]1[C:14]([CH3:15])=[C:10]([OH:9])[C:11]([CH3:17])=[N:12]1, predict the reactants needed to synthesize it. The reactants are: C([O:9][C:10]1[C:11]([CH3:17])=[N:12][N:13]([CH3:16])[C:14]=1[CH3:15])(=O)C1C=CC=CC=1.[OH-].[Na+]. (3) The reactants are: F[C:2]1[CH:7]=[CH:6][C:5]([N+:8]([O-:10])=[O:9])=[C:4]([O:11][CH3:12])[CH:3]=1.C(=O)([O-])[O-].[K+].[K+].CN(C)C=O.[O:24]1[C:28]2([CH2:33][CH2:32][NH:31][CH2:30][CH2:29]2)[O:27][CH2:26][CH2:25]1. Given the product [CH3:12][O:11][C:4]1[CH:3]=[C:2]([N:31]2[CH2:32][CH2:33][C:28]3([O:27][CH2:26][CH2:25][O:24]3)[CH2:29][CH2:30]2)[CH:7]=[CH:6][C:5]=1[N+:8]([O-:10])=[O:9], predict the reactants needed to synthesize it. (4) Given the product [OH:2][C:3]1[C:4]([C:15]#[N:16])=[N:5][CH:6]=[C:7]([N:9]2[CH2:10][CH2:11][O:12][CH2:13][CH2:14]2)[CH:8]=1, predict the reactants needed to synthesize it. The reactants are: C[O:2][C:3]1[C:4]([C:15]#[N:16])=[N:5][CH:6]=[C:7]([N:9]2[CH2:14][CH2:13][O:12][CH2:11][CH2:10]2)[CH:8]=1.CCS.C(=O)([O-])[O-].[K+].[K+].Cl. (5) The reactants are: [Cl:1][C:2]1[C:3]([F:9])=[C:4]([CH:6]=[CH:7][CH:8]=1)[NH2:5].[CH3:10][N:11]1[CH2:16][CH2:15][C:14](=O)[CH2:13][CH2:12]1.C(O[BH-](OC(=O)C)OC(=O)C)(=O)C.[Na+].C(O)(=O)C. Given the product [CH3:10][N:11]1[CH2:16][CH2:15][CH:14]([NH:5][C:4]2[CH:6]=[CH:7][CH:8]=[C:2]([Cl:1])[C:3]=2[F:9])[CH2:13][CH2:12]1, predict the reactants needed to synthesize it. (6) Given the product [F:57][C:2]1([F:1])[C:6]2[N:7]([CH2:14][C:15]([NH:17][C@H:18]([C:28]3[C:33]([C:60]4[CH:61]=[CH:62][C:63]5[N:64]([C:65](=[O:68])[NH:66][N:67]=5)[C:59]=4[CH3:58])=[CH:32][CH:31]=[C:30]([C:49]#[C:50][C:51]4([OH:55])[CH2:54][O:53][CH2:52]4)[N:29]=3)[CH2:19][C:20]3[CH:25]=[C:24]([F:26])[CH:23]=[C:22]([F:27])[CH:21]=3)=[O:16])[N:8]=[C:9]([C:10]([F:11])([F:12])[F:13])[C:5]=2[C@H:4]2[CH2:56][C@@H:3]12, predict the reactants needed to synthesize it. The reactants are: [F:1][C:2]1([F:57])[C:6]2[N:7]([CH2:14][C:15]([NH:17][C@H:18]([C:28]3[C:33](C4C=CC=C5C=4N(C)N=C5NS(C)(=O)=O)=[CH:32][CH:31]=[C:30]([C:49]#[C:50][C:51]4([OH:55])[CH2:54][O:53][CH2:52]4)[N:29]=3)[CH2:19][C:20]3[CH:25]=[C:24]([F:26])[CH:23]=[C:22]([F:27])[CH:21]=3)=[O:16])[N:8]=[C:9]([C:10]([F:13])([F:12])[F:11])[C:5]=2[C@H:4]2[CH2:56][C@@H:3]12.[CH3:58][C:59]1[N:64]2[C:65](=[O:68])[NH:66][N:67]=[C:63]2[CH:62]=[CH:61][C:60]=1B1OC(C)(C)C(C)(C)O1.C(#N)C.FC(F)(F)C(O)=O. (7) The reactants are: Cl.[CH3:2][C:3]([CH3:33])([CH3:32])[CH2:4][C:5]1[N:6]=[C:7]([CH:16]([OH:31])[CH2:17][C:18]2[CH:23]=[CH:22][C:21]([C:24]3[CH:29]=[CH:28][C:27]([F:30])=[CH:26][N:25]=3)=[CH:20][CH:19]=2)[N:8](S(N(C)C)(=O)=O)[CH:9]=1. Given the product [CH3:2][C:3]([CH3:33])([CH3:32])[CH2:4][C:5]1[N:6]=[C:7]([CH:16]([OH:31])[CH2:17][C:18]2[CH:23]=[CH:22][C:21]([C:24]3[CH:29]=[CH:28][C:27]([F:30])=[CH:26][N:25]=3)=[CH:20][CH:19]=2)[NH:8][CH:9]=1, predict the reactants needed to synthesize it.